This data is from Catalyst prediction with 721,799 reactions and 888 catalyst types from USPTO. The task is: Predict which catalyst facilitates the given reaction. (1) Reactant: [Cl:1][C:2]1[CH:3]=[C:4]2[C:9](=[CH:10][C:11]=1[O:12][C:13]1[CH:18]=[CH:17][C:16]([CH2:19][CH3:20])=[CH:15][CH:14]=1)[O:8][CH:7]([C:21]([F:24])([F:23])[F:22])[C:6]([C:25]([OH:27])=[O:26])=[CH:5]2.[OH-].[Na+:29]. Product: [Cl:1][C:2]1[CH:3]=[C:4]2[C:9](=[CH:10][C:11]=1[O:12][C:13]1[CH:14]=[CH:15][C:16]([CH2:19][CH3:20])=[CH:17][CH:18]=1)[O:8][CH:7]([C:21]([F:24])([F:22])[F:23])[C:6]([C:25]([O-:27])=[O:26])=[CH:5]2.[Na+:29]. The catalyst class is: 8. (2) Reactant: [F:1][C:2]1[CH:3]=[C:4]([CH2:9][C:10]([NH:12][C@H:13]([C:15]([OH:17])=O)[CH3:14])=[O:11])[CH:5]=[C:6]([F:8])[CH:7]=1.Cl.[NH2:19][CH:20]1[CH2:26][C:25]([CH3:28])([CH3:27])[CH:24]=[N:23][C:22]2[CH:29]=[CH:30][CH:31]([CH3:34])[C:32](=[O:33])[C:21]1=2. Product: [F:8][C:6]1[CH:5]=[C:4]([CH2:9][C:10]([NH:12][C@H:13]([C:15]([NH:19][CH:20]2[CH2:26][C:25]([CH3:27])([CH3:28])[CH:24]=[N:23][C:22]3[CH:29]=[CH:30][CH:31]([CH3:34])[C:32](=[O:33])[C:21]2=3)=[O:17])[CH3:14])=[O:11])[CH:3]=[C:2]([F:1])[CH:7]=1. The catalyst class is: 254. (3) Reactant: [OH:1][C:2]1[C:7]2[C@@:8]3([OH:45])[C@@:21]([O:25][CH3:26])([C@H:22]([OH:24])[CH2:23][C:6]=2[CH:5]=[C:4]([CH3:46])[C:3]=1[C:47]([OH:49])=[O:48])[C:20](=[O:27])[C:19]1[C:10](=[CH:11][C:12]2[C:13](=[O:43])[C:14]([NH:30][CH:31]4[C@H:36]([O:37][CH3:38])[C@H:35]([OH:39])[C@@H:34]([O:40][CH3:41])[C@H:33]([CH3:42])[O:32]4)=[CH:15][C:16](=[O:29])[C:17]=2[C:18]=1[OH:28])[C:9]3=[O:44].O.ON1C2C=CC=CC=2N=N1.[CH2:61](O)[C:62]1[CH:67]=[CH:66][CH:65]=[CH:64][CH:63]=1. Product: [OH:1][C:2]1[C:7]2[C@@:8]3([OH:45])[C@@:21]([O:25][CH3:26])([C@H:22]([OH:24])[CH2:23][C:6]=2[CH:5]=[C:4]([CH3:46])[C:3]=1[C:47]([O:49][CH2:61][C:62]1[CH:67]=[CH:66][CH:65]=[CH:64][CH:63]=1)=[O:48])[C:20](=[O:27])[C:19]1[C:10](=[CH:11][C:12]2[C:13](=[O:43])[C:14]([NH:30][CH:31]4[C@H:36]([O:37][CH3:38])[C@H:35]([OH:39])[C@@H:34]([O:40][CH3:41])[C@H:33]([CH3:42])[O:32]4)=[CH:15][C:16](=[O:29])[C:17]=2[C:18]=1[OH:28])[C:9]3=[O:44]. The catalyst class is: 1. (4) Reactant: CC#N.C1CCC=CCCC=1.[Cl:12][CH2:13][C:14](=[O:21])[CH2:15][C:16]([O:18][CH2:19][CH3:20])=[O:17]. Product: [Cl:12][CH2:13][C@H:14]([OH:21])[CH2:15][C:16]([O:18][CH2:19][CH3:20])=[O:17]. The catalyst class is: 412.